From a dataset of Full USPTO retrosynthesis dataset with 1.9M reactions from patents (1976-2016). Predict the reactants needed to synthesize the given product. (1) Given the product [O:29]=[C:28]1[CH:27]([NH:26][C:23](=[O:25])[CH3:24])[CH2:32][N:15]([C:17]2[CH:18]=[N:19][CH:20]=[CH:21][CH:22]=2)[NH:16]1, predict the reactants needed to synthesize it. The reactants are: ClC1C=CN(C2C=NC=CC=2)N=1.Cl.Cl.[NH:15]([C:17]1[CH:18]=[N:19][CH:20]=[CH:21][CH:22]=1)[NH2:16].[C:23]([NH:26][C:27](=[CH2:32])[C:28](OC)=[O:29])(=[O:25])[CH3:24]. (2) Given the product [N:13]1[CH:18]=[CH:17][N:16]=[CH:15][C:14]=1[NH:19][C:20](=[O:26])[CH:21]([NH:25][C:9](=[O:11])[CH2:8][C:4]1[CH:5]=[N:6][CH:7]=[C:2]([Br:1])[CH:3]=1)[CH2:22][CH2:23][CH3:24], predict the reactants needed to synthesize it. The reactants are: [Br:1][C:2]1[CH:3]=[C:4]([CH2:8][C:9]([OH:11])=O)[CH:5]=[N:6][CH:7]=1.Cl.[N:13]1[CH:18]=[CH:17][N:16]=[CH:15][C:14]=1[NH:19][C:20](=[O:26])[CH:21]([NH2:25])[CH2:22][CH2:23][CH3:24].C1C=CC2N(O)N=NC=2C=1.CCN=C=NCCCN(C)C.Cl.